This data is from Kir2.1 potassium channel HTS with 301,493 compounds. The task is: Binary Classification. Given a drug SMILES string, predict its activity (active/inactive) in a high-throughput screening assay against a specified biological target. (1) The compound is Fc1ccc(NC(=O)Nc2noc(c2)C)cc1. The result is 0 (inactive). (2) The result is 0 (inactive). The drug is S(Oc1cc(C(=S)N2CCOCC2)ccc1OC)(=O)(=O)c1c([N+]([O-])=O)cccc1.